From a dataset of Catalyst prediction with 721,799 reactions and 888 catalyst types from USPTO. Predict which catalyst facilitates the given reaction. Reactant: [OH:1][CH2:2][C:3]([CH2:8][OH:9])([CH3:7])[C:4]([OH:6])=[O:5].[OH-].[Na+:11]. Product: [OH:1][CH2:2][C:3]([CH2:8][OH:9])([CH3:7])[C:4]([O-:6])=[O:5].[Na+:11]. The catalyst class is: 8.